Task: Predict the reactants needed to synthesize the given product.. Dataset: Full USPTO retrosynthesis dataset with 1.9M reactions from patents (1976-2016) (1) Given the product [CH:5]1[C:6]([C@H:7]2[N:11]([C:12]3[CH:13]=[CH:14][C:15]([F:18])=[CH:16][CH:17]=3)[C:9](=[O:10])[C@@H:8]2[CH2:19][CH2:20][C@H:21]([OH:29])[C:22]2[CH:23]=[CH:24][C:25]([F:28])=[CH:26][CH:27]=2)=[CH:1][CH:2]=[C:3]([OH:30])[CH:4]=1.[C:31]([OH:35])([CH3:34])([CH3:33])[CH3:32], predict the reactants needed to synthesize it. The reactants are: [CH:1]1[C:6]([C@H:7]2[N:11]([C:12]3[CH:13]=[CH:14][C:15]([F:18])=[CH:16][CH:17]=3)[C:9](=[O:10])[C@@H:8]2[CH2:19][CH2:20][C@H:21]([OH:29])[C:22]2[CH:23]=[CH:24][C:25]([F:28])=[CH:26][CH:27]=2)=[CH:5][CH:4]=[C:3]([OH:30])[CH:2]=1.[C:31]([OH:35])([CH3:34])([CH3:33])[CH3:32]. (2) Given the product [CH3:11][S:8]([C:5]1[CH:6]=[CH:7][C:2]([O:35][C:32]([CH3:34])([CH3:33])[C:31]([F:37])([F:36])[F:30])=[C:3]([C:12]([N:14]2[CH2:19][CH2:18][N:17]([C:20]3[CH:25]=[CH:24][C:23]([C:26]([F:27])([F:28])[F:29])=[CH:22][N:21]=3)[CH2:16][CH2:15]2)=[O:13])[CH:4]=1)(=[O:10])=[O:9], predict the reactants needed to synthesize it. The reactants are: F[C:2]1[CH:7]=[CH:6][C:5]([S:8]([CH3:11])(=[O:10])=[O:9])=[CH:4][C:3]=1[C:12]([N:14]1[CH2:19][CH2:18][N:17]([C:20]2[CH:25]=[CH:24][C:23]([C:26]([F:29])([F:28])[F:27])=[CH:22][N:21]=2)[CH2:16][CH2:15]1)=[O:13].[F:30][C:31]([F:37])([F:36])[C:32]([OH:35])([CH3:34])[CH3:33].C(=O)([O-])[O-].[K+].[K+].C(=O)([O-])[O-].[Cs+].[Cs+]. (3) Given the product [CH2:17]([O:16][CH:15]1[CH2:10][CH2:9][CH:14]([C:30](=[O:29])[CH2:33][CH2:32][C:31]([OH:34])=[O:41])[CH2:13][CH2:12]1)[C:18]1[CH:19]=[CH:20][CH:21]=[CH:22][CH:23]=1, predict the reactants needed to synthesize it. The reactants are: [Sn](Cl)(Cl)(Cl)Cl.C(O[C:9]1(OCC)[CH2:14][CH2:13][CH:12]([CH2:15][O:16][CH2:17][C:18]2[CH:23]=[CH:22][CH:21]=[CH:20][CH:19]=2)C[CH2:10]1)C.C[Si](C)(C)[O:29][C:30]1[CH2:33][CH2:32][C:31]=1[O:34][Si](C)(C)C.[OH2:41].